This data is from NCI-60 drug combinations with 297,098 pairs across 59 cell lines. The task is: Regression. Given two drug SMILES strings and cell line genomic features, predict the synergy score measuring deviation from expected non-interaction effect. (1) Drug 1: C1=CC(=C2C(=C1NCCNCCO)C(=O)C3=C(C=CC(=C3C2=O)O)O)NCCNCCO. Drug 2: C1CN1P(=S)(N2CC2)N3CC3. Cell line: NCI-H322M. Synergy scores: CSS=20.9, Synergy_ZIP=-3.79, Synergy_Bliss=0.576, Synergy_Loewe=-47.5, Synergy_HSA=-3.94. (2) Drug 1: C1=CN(C=N1)CC(O)(P(=O)(O)O)P(=O)(O)O. Drug 2: C1CN(P(=O)(OC1)NCCCl)CCCl. Cell line: EKVX. Synergy scores: CSS=4.83, Synergy_ZIP=-2.18, Synergy_Bliss=-0.468, Synergy_Loewe=-2.61, Synergy_HSA=-1.60. (3) Drug 1: CN(CC1=CN=C2C(=N1)C(=NC(=N2)N)N)C3=CC=C(C=C3)C(=O)NC(CCC(=O)O)C(=O)O. Drug 2: C1=NC2=C(N=C(N=C2N1C3C(C(C(O3)CO)O)O)F)N. Cell line: T-47D. Synergy scores: CSS=-10.9, Synergy_ZIP=7.65, Synergy_Bliss=6.50, Synergy_Loewe=-11.9, Synergy_HSA=-10.8. (4) Drug 1: C1=CC(=C2C(=C1NCCNCCO)C(=O)C3=C(C=CC(=C3C2=O)O)O)NCCNCCO. Drug 2: CC1C(C(=O)NC(C(=O)N2CCCC2C(=O)N(CC(=O)N(C(C(=O)O1)C(C)C)C)C)C(C)C)NC(=O)C3=C4C(=C(C=C3)C)OC5=C(C(=O)C(=C(C5=N4)C(=O)NC6C(OC(=O)C(N(C(=O)CN(C(=O)C7CCCN7C(=O)C(NC6=O)C(C)C)C)C)C(C)C)C)N)C. Cell line: UO-31. Synergy scores: CSS=26.6, Synergy_ZIP=-7.48, Synergy_Bliss=1.80, Synergy_Loewe=0.407, Synergy_HSA=0.759. (5) Drug 1: CC1C(C(CC(O1)OC2CC(CC3=C2C(=C4C(=C3O)C(=O)C5=C(C4=O)C(=CC=C5)OC)O)(C(=O)C)O)N)O.Cl. Drug 2: C1=NC2=C(N=C(N=C2N1C3C(C(C(O3)CO)O)F)Cl)N. Cell line: SR. Synergy scores: CSS=47.9, Synergy_ZIP=-4.07, Synergy_Bliss=-4.67, Synergy_Loewe=-29.6, Synergy_HSA=-4.43.